This data is from Full USPTO retrosynthesis dataset with 1.9M reactions from patents (1976-2016). The task is: Predict the reactants needed to synthesize the given product. (1) Given the product [Cl:1][C:2]1[CH:7]=[CH:6][C:5]([O:8][C:9]2[CH:16]=[CH:15][C:14]([CH2:17][O:18][C:19]3[CH:24]=[CH:23][N:22]([CH2:33][C:34]4[CH:35]=[N:36][N:37]([CH3:39])[CH:38]=4)[C:21](=[O:25])[CH:20]=3)=[CH:13][C:10]=2[C:11]#[N:12])=[CH:4][C:3]=1[C:26]([F:29])([F:27])[F:28], predict the reactants needed to synthesize it. The reactants are: [Cl:1][C:2]1[CH:7]=[CH:6][C:5]([O:8][C:9]2[CH:16]=[CH:15][C:14]([CH2:17][O:18][C:19]3[CH:24]=[CH:23][NH:22][C:21](=[O:25])[CH:20]=3)=[CH:13][C:10]=2[C:11]#[N:12])=[CH:4][C:3]=1[C:26]([F:29])([F:28])[F:27].[H-].[Na+].Cl[CH2:33][C:34]1[CH:35]=[N:36][N:37]([CH3:39])[CH:38]=1. (2) The reactants are: [OH:1][C@H:2]1[CH2:19][CH2:18][C@@:17]2([CH3:20])[C@@H:4]([CH2:5][CH2:6][C@:7]3([CH3:46])[C@@H:16]2[CH2:15][CH2:14][C@H:13]2[C@@:8]3([CH3:45])[CH2:9][CH2:10][C@@:11]3([C:27]([N:29]4[CH2:33][CH2:32][CH2:31][C@H:30]4[C:34]4[NH:35][C:36]([C:39]5[CH:40]=[N:41][CH:42]=[CH:43][CH:44]=5)=[CH:37][N:38]=4)=[O:28])[CH2:23][CH2:22][C@@H:21]([C:24]([CH3:26])=[CH2:25])[C@@H:12]32)[C:3]1([CH3:48])[CH3:47].ClC1C=C(Cl)C=C(Cl)C=1C([O:54][C:55]([C@H:57]1[CH2:60][C@@H:59]([C:61](OCC2C=CC=CC=2)=[O:62])[C:58]1([CH3:72])[CH3:71])=[O:56])=O. Given the product [CH3:71][C:58]1([CH3:72])[CH:59]([C:61]([O:1][C@H:2]2[CH2:19][CH2:18][C@@:17]3([CH3:20])[C@@H:4]([CH2:5][CH2:6][C@:7]4([CH3:46])[C@@H:16]3[CH2:15][CH2:14][C@H:13]3[C@@:8]4([CH3:45])[CH2:9][CH2:10][C@@:11]4([C:27]([N:29]5[CH2:33][CH2:32][CH2:31][C@H:30]5[C:34]5[NH:35][C:36]([C:39]6[CH:40]=[N:41][CH:42]=[CH:43][CH:44]=6)=[CH:37][N:38]=5)=[O:28])[CH2:23][CH2:22][C@@H:21]([C:24]([CH3:26])=[CH2:25])[C@@H:12]43)[C:3]2([CH3:48])[CH3:47])=[O:62])[CH2:60][CH:57]1[C:55]([OH:56])=[O:54], predict the reactants needed to synthesize it. (3) Given the product [OH:36][C:33]1([C:7]2[C:2]([F:1])=[CH:3][C:4]([NH:9][C:10](=[O:16])[O:11][CH2:12][CH:13]([CH3:14])[CH3:15])=[CH:5][C:6]=2[F:8])[CH2:34][CH2:35][S:30][CH2:31][CH2:32]1, predict the reactants needed to synthesize it. The reactants are: [F:1][C:2]1[CH:3]=[C:4]([NH:9][C:10](=[O:16])[O:11][CH2:12][CH:13]([CH3:15])[CH3:14])[CH:5]=[C:6]([F:8])[CH:7]=1.CN(C)CCN(C)C.C([Li])CCC.[S:30]1[CH2:35][CH2:34][C:33](=[O:36])[CH2:32][CH2:31]1. (4) The reactants are: [NH:1]([C:19]([O:21][CH2:22][C:23]1[CH:28]=[CH:27][CH:26]=[CH:25][CH:24]=1)=[O:20])[C@H:2]([C:15]([O:17][CH3:18])=[O:16])[CH2:3][CH2:4][CH2:5][CH2:6][NH:7]C(OC(C)(C)C)=O.C(O)(C(F)(F)F)=O. Given the product [NH2:7][CH2:6][CH2:5][CH2:4][CH2:3][C@H:2]([NH:1][C:19]([O:21][CH2:22][C:23]1[CH:24]=[CH:25][CH:26]=[CH:27][CH:28]=1)=[O:20])[C:15]([O:17][CH3:18])=[O:16], predict the reactants needed to synthesize it.